This data is from Full USPTO retrosynthesis dataset with 1.9M reactions from patents (1976-2016). The task is: Predict the reactants needed to synthesize the given product. (1) Given the product [C:12]1([C@H:18]([NH:20][C@@H:4]2[CH2:5][CH2:6][CH2:7][CH2:8][C@@H:3]2[C:2]([F:11])([F:10])[F:1])[CH3:19])[CH:17]=[CH:16][CH:15]=[CH:14][CH:13]=1, predict the reactants needed to synthesize it. The reactants are: [F:1][C:2]([F:11])([F:10])[CH:3]1[CH2:8][CH2:7][CH2:6][CH2:5][C:4]1=O.[C:12]1([C@@H:18]([NH2:20])[CH3:19])[CH:17]=[CH:16][CH:15]=[CH:14][CH:13]=1.[BH-](OC(C)=O)(OC(C)=O)OC(C)=O.[Na+].C(=O)([O-])O.[Na+]. (2) Given the product [CH:22]1([C:20]#[C:21][C:2]2[CH:3]=[C:4]([CH:8]([OH:19])[CH2:9][CH2:10][NH:11][C:12](=[O:18])[O:13][C:14]([CH3:17])([CH3:16])[CH3:15])[CH:5]=[CH:6][CH:7]=2)[CH2:29][CH2:28][CH2:27][CH2:26][CH2:25][CH2:24][CH2:23]1, predict the reactants needed to synthesize it. The reactants are: Br[C:2]1[CH:3]=[C:4]([CH:8]([OH:19])[CH2:9][CH2:10][NH:11][C:12](=[O:18])[O:13][C:14]([CH3:17])([CH3:16])[CH3:15])[CH:5]=[CH:6][CH:7]=1.[C:20]([CH:22]1[CH2:29][CH2:28][CH2:27][CH2:26][CH2:25][CH2:24][CH2:23]1)#[CH:21]. (3) Given the product [CH3:1][O:2][C:3]1[CH:4]=[C:5]([N:9]([CH3:22])[S:10]([C:13]2[CH:21]=[CH:20][C:16]([C:17]([NH:34][C:31]3[S:32][CH:33]=[C:29]([C:24]4[CH:25]=[CH:26][CH:27]=[CH:28][N:23]=4)[N:30]=3)=[O:19])=[CH:15][CH:14]=2)(=[O:12])=[O:11])[CH:6]=[CH:7][CH:8]=1, predict the reactants needed to synthesize it. The reactants are: [CH3:1][O:2][C:3]1[CH:4]=[C:5]([N:9]([CH3:22])[S:10]([C:13]2[CH:21]=[CH:20][C:16]([C:17]([OH:19])=O)=[CH:15][CH:14]=2)(=[O:12])=[O:11])[CH:6]=[CH:7][CH:8]=1.[N:23]1[CH:28]=[CH:27][CH:26]=[CH:25][C:24]=1[C:29]1[N:30]=[C:31]([NH2:34])[S:32][CH:33]=1. (4) The reactants are: [H-].[Al+3].[Li+].[H-].[H-].[H-].[CH3:7][N:8]([CH3:24])[C:9](=O)[CH:10]([CH3:22])[CH:11]([C:14]1[CH:19]=[CH:18][CH:17]=[C:16]([O:20][CH3:21])[CH:15]=1)[CH2:12][CH3:13]. Given the product [CH3:21][O:20][C:16]1[CH:15]=[C:14]([CH:11]([CH2:12][CH3:13])[CH:10]([CH3:22])[CH2:9][N:8]([CH3:24])[CH3:7])[CH:19]=[CH:18][CH:17]=1, predict the reactants needed to synthesize it. (5) Given the product [C:1]([O:5][C:6]([NH:8][C@:9]1([C:14]([OH:16])=[O:15])[CH2:11][C@@H:10]1[CH:12]=[CH2:13])=[O:7])([CH3:4])([CH3:2])[CH3:3], predict the reactants needed to synthesize it. The reactants are: [C:1]([O:5][C:6]([NH:8][C@:9]1([C:14]([O:16]CC)=[O:15])[CH2:11][C@@H:10]1[CH:12]=[CH2:13])=[O:7])([CH3:4])([CH3:3])[CH3:2].O.O1CCCC1.O.[OH-].[Li+].